The task is: Predict the reactants needed to synthesize the given product.. This data is from Full USPTO retrosynthesis dataset with 1.9M reactions from patents (1976-2016). (1) Given the product [C:20]([N:18]1[CH2:17][CH:16]([N:13]2[CH2:14][CH2:15][CH:10]([C:8]([NH:7][CH2:6][C:5]3[CH:27]=[C:28]([Cl:29])[C:2]([Cl:1])=[CH:3][C:4]=3[O:30][CH3:31])=[O:9])[CH2:11][CH2:12]2)[CH2:19]1)(=[O:21])[CH:32]=[CH2:33], predict the reactants needed to synthesize it. The reactants are: [Cl:1][C:2]1[C:28]([Cl:29])=[CH:27][C:5]([CH2:6][NH:7][C:8]([CH:10]2[CH2:15][CH2:14][N:13]([CH:16]3[CH2:19][N:18]([C:20](OC(C)(C)C)=[O:21])[CH2:17]3)[CH2:12][CH2:11]2)=[O:9])=[C:4]([O:30][CH3:31])[CH:3]=1.[CH2:32](N(CC)CC)[CH3:33].C(Cl)(=O)C=C. (2) Given the product [N+:15]([C:12]1[CH:13]=[CH:14][C:9]([O:8][C:6]2[N:5]=[CH:4][N:3]=[C:2]([NH:24][C:23]3[CH:25]=[CH:26][C:20]([S:19][CH3:18])=[CH:21][CH:22]=3)[CH:7]=2)=[CH:10][CH:11]=1)([O-:17])=[O:16], predict the reactants needed to synthesize it. The reactants are: Cl[C:2]1[CH:7]=[C:6]([O:8][C:9]2[CH:14]=[CH:13][C:12]([N+:15]([O-:17])=[O:16])=[CH:11][CH:10]=2)[N:5]=[CH:4][N:3]=1.[CH3:18][S:19][C:20]1[CH:26]=[CH:25][C:23]([NH2:24])=[CH:22][CH:21]=1.C(N(C(C)C)CC)(C)C.